The task is: Predict the reaction yield, written as a fraction of the theoretical maximum amount of product (1.0 means a 100% yield; for example, 0.34 means a 34% yield).. This data is from Reaction yield outcomes from USPTO patents with 853,638 reactions. (1) The reactants are [OH-].[Na+].[N+:3]([C:6]1[CH:17]=[CH:16][C:9]([CH2:10][C@@H:11]([C:13]([OH:15])=[O:14])[NH2:12])=[CH:8][CH:7]=1)([O-:5])=[O:4].C(=O)([O-])[O-].[Na+].[Na+].Cl[C:25]([O:27][CH2:28][C:29]1[CH:34]=[CH:33][CH:32]=[CH:31][CH:30]=1)=[O:26]. The catalyst is O. The product is [C:25]([NH:12][C@H:11]([C:13]([OH:15])=[O:14])[CH2:10][C:9]1[CH:8]=[CH:7][C:6]([N+:3]([O-:5])=[O:4])=[CH:17][CH:16]=1)([O:27][CH2:28][C:29]1[CH:34]=[CH:33][CH:32]=[CH:31][CH:30]=1)=[O:26]. The yield is 0.995. (2) The yield is 0.320. The reactants are Cl.C[O:3][C:4]1[CH:9]=[C:8]([O:10]C)[CH:7]=[CH:6][C:5]=1[CH2:12][CH2:13][CH2:14][CH2:15][NH:16][C:17]([NH:19][C:20]([C:22]1[C:27]([NH2:28])=[N:26][C:25]([NH2:29])=[C:24]([Cl:30])[N:23]=1)=[O:21])=[NH:18]. The catalyst is Br. The product is [ClH:30].[OH:3][C:4]1[CH:9]=[C:8]([OH:10])[CH:7]=[CH:6][C:5]=1[CH2:12][CH2:13][CH2:14][CH2:15][NH:16][C:17]([NH:19][C:20]([C:22]1[C:27]([NH2:28])=[N:26][C:25]([NH2:29])=[C:24]([Cl:30])[N:23]=1)=[O:21])=[NH:18]. (3) The reactants are [F:1][C:2]1[CH:16]=[CH:15][C:14]([F:17])=[CH:13][C:3]=1[CH2:4][C:5]1[O:9][N:8]=[C:7]([C:10]([OH:12])=O)[CH:6]=1.[F:18][C:19]([F:33])([F:32])[C:20]1[CH:21]=[C:22]2[C:26](=[CH:27][CH:28]=1)[NH:25][CH:24]=[C:23]2[CH2:29][CH2:30][NH2:31].CN(C(ON1N=NC2C=CC=NC1=2)=[N+](C)C)C.F[P-](F)(F)(F)(F)F.C(N(CC)C(C)C)(C)C. The catalyst is CN(C=O)C. The product is [F:1][C:2]1[CH:16]=[CH:15][C:14]([F:17])=[CH:13][C:3]=1[CH2:4][C:5]1[O:9][N:8]=[C:7]([C:10]([NH:31][CH2:30][CH2:29][C:23]2[C:22]3[C:26](=[CH:27][CH:28]=[C:20]([C:19]([F:33])([F:18])[F:32])[CH:21]=3)[NH:25][CH:24]=2)=[O:12])[CH:6]=1. The yield is 0.0900. (4) The reactants are [CH3:1][C:2]1[N:7]=[C:6]([SH:8])[N:5]=[C:4]([OH:9])[CH:3]=1.C(=O)([O-])[O-].[K+].[K+].Br[CH2:17][N:18]1[C:22]([CH3:23])=[CH:21][C:20]([CH3:24])=[N:19]1. The catalyst is CN(C=O)C. The product is [CH3:24][C:20]1[CH:21]=[C:22]([CH3:23])[N:18]([CH2:17][S:8][C:6]2[N:5]=[C:4]([OH:9])[CH:3]=[C:2]([CH3:1])[N:7]=2)[N:19]=1. The yield is 0.100. (5) The reactants are C1C=CC(P(C2C=CC=CC=2)C2C=CC=CC=2)=CC=1.[CH2:20]([O:22][C:23]([C:25]12[CH2:42][CH:41]1[CH:40]=[CH:39][CH2:38][CH2:37][CH2:36][CH2:35][N:34]([CH3:43])[C:33](=[O:44])[N:32]1[CH:28]([CH2:29][CH:30]([OH:45])[CH2:31]1)[C:27](=[O:46])[NH:26]2)=[O:24])[CH3:21].[F:47][C:48]1[CH:49]=[C:50]([C:54]2[N:63]=[C:62](O)[C:61]3[C:56](=[C:57]([CH3:67])[C:58]([O:65][CH3:66])=[CH:59][CH:60]=3)[N:55]=2)[CH:51]=[CH:52][CH:53]=1.N#N.CC(OC(/N=N/C(OC(C)C)=O)=O)C. The catalyst is C1COCC1.CN(C=O)C. The product is [CH2:20]([O:22][C:23]([C:25]12[CH2:42][CH:41]1[CH:40]=[CH:39][CH2:38][CH2:37][CH2:36][CH2:35][N:34]([CH3:43])[C:33](=[O:44])[N:32]1[CH:28]([CH2:29][CH:30]([O:45][C:62]3[C:61]4[C:56](=[C:57]([CH3:67])[C:58]([O:65][CH3:66])=[CH:59][CH:60]=4)[N:55]=[C:54]([C:50]4[CH:51]=[CH:52][CH:53]=[C:48]([F:47])[CH:49]=4)[N:63]=3)[CH2:31]1)[C:27](=[O:46])[NH:26]2)=[O:24])[CH3:21]. The yield is 0.750.